This data is from Full USPTO retrosynthesis dataset with 1.9M reactions from patents (1976-2016). The task is: Predict the reactants needed to synthesize the given product. (1) The reactants are: [NH2:1][CH2:2][CH2:3][CH2:4][CH2:5][CH2:6][C:7]([O:9][CH3:10])=[O:8].[NH:11]1[C:19]2[C:14](=[CH:15][CH:16]=[CH:17][CH:18]=2)[CH:13]=[C:12]1[C:20](O)=[O:21].NC1C=CC=CC=1. Given the product [NH:11]1[C:19]2[C:14](=[CH:15][CH:16]=[CH:17][CH:18]=2)[CH:13]=[C:12]1[C:20]([NH:1][CH2:2][CH2:3][CH2:4][CH2:5][CH2:6][C:7]([O:9][CH3:10])=[O:8])=[O:21], predict the reactants needed to synthesize it. (2) Given the product [CH3:15][O:16][C:17]([NH:1][CH2:2][CH2:3][CH2:4][CH2:5][CH2:6][CH2:7][OH:8])=[O:18], predict the reactants needed to synthesize it. The reactants are: [NH2:1][CH2:2][CH2:3][CH2:4][CH2:5][CH2:6][CH2:7][OH:8].C([O-])([O-])=O.[K+].[K+].[CH3:15][O:16][C:17](Cl)=[O:18]. (3) Given the product [CH2:1]([O:3][C:4]([CH:6]1[CH2:11][CH2:10][N:9]([C:12]2[CH:17]=[CH:16][C:15]([C:18](=[O:28])[NH:19][C:20]3[CH:21]=[C:22]([C:29]4[CH:34]=[CH:33][CH:32]=[CH:31][CH:30]=4)[C:23]([CH3:26])=[CH:24][CH:25]=3)=[CH:14][N:13]=2)[CH2:8][CH2:7]1)=[O:5])[CH3:2], predict the reactants needed to synthesize it. The reactants are: [CH2:1]([O:3][C:4]([CH:6]1[CH2:11][CH2:10][N:9]([C:12]2[CH:17]=[CH:16][C:15]([C:18](=[O:28])[NH:19][C:20]3[CH:25]=[CH:24][C:23]([CH3:26])=[C:22](I)[CH:21]=3)=[CH:14][N:13]=2)[CH2:8][CH2:7]1)=[O:5])[CH3:2].[C:29]1(B(O)O)[CH:34]=[CH:33][CH:32]=[CH:31][CH:30]=1.C(OC(C1CCN(C2C=CC(C(=O)NC3C=CC(C4C=CC=CC=4)=C(C)C=3)=CN=2)CC1)=O)C. (4) Given the product [OH:29][C:24]1[CH2:23][CH:22]([CH3:21])[CH2:27][C:26](=[O:28])[C:25]=1[CH2:8][C:9](=[O:10])[C:11]1[CH:16]=[CH:15][CH:14]=[C:13]([C:17]([F:20])([F:19])[F:18])[CH:12]=1, predict the reactants needed to synthesize it. The reactants are: C(=O)([O-])[O-].[K+].[K+].Br[CH2:8][C:9]([C:11]1[CH:16]=[CH:15][CH:14]=[C:13]([C:17]([F:20])([F:19])[F:18])[CH:12]=1)=[O:10].[CH3:21][CH:22]1[CH2:27][C:26](=[O:28])[CH2:25][C:24](=[O:29])[CH2:23]1.Cl. (5) Given the product [Cl:1][C:2]1[CH:7]=[C:6]([N+:8]([O-:10])=[O:9])[CH:5]=[C:4]([CH3:11])[C:3]=1[NH:12][C:19](=[O:20])[CH2:18][CH:13]1[CH2:17][CH2:16][CH2:15][CH2:14]1, predict the reactants needed to synthesize it. The reactants are: [Cl:1][C:2]1[CH:7]=[C:6]([N+:8]([O-:10])=[O:9])[CH:5]=[C:4]([CH3:11])[C:3]=1[NH2:12].[CH:13]1([CH2:18][C:19](Cl)=[O:20])[CH2:17][CH2:16][CH2:15][CH2:14]1. (6) Given the product [CH3:1][CH2:2][N:3]([C:10]([C:12]1[C:22](=[O:23])[N:21]([CH3:24])[C:15]2[CH:16]=[CH:17][CH:18]=[C:19]([Cl:20])[C:14]=2[C:13]=1[O-:25])=[O:11])[C:4]1[CH:5]=[CH:6][CH:7]=[CH:8][CH:9]=1.[Na+:27], predict the reactants needed to synthesize it. The reactants are: [CH3:1][CH2:2][N:3]([C:10]([C:12]1[C:22](=[O:23])[N:21]([CH3:24])[C:15]2[CH:16]=[CH:17][CH:18]=[C:19]([Cl:20])[C:14]=2[C:13]=1[OH:25])=[O:11])[C:4]1[CH:5]=[CH:6][CH:7]=[CH:8][CH:9]=1.[OH-].[Na+:27].[Na]. (7) Given the product [OH:50][CH:49]([C:45]1[N:44]([C:25]([C:26]2[CH:31]=[CH:30][CH:29]=[CH:28][CH:27]=2)([C:32]2[CH:33]=[CH:34][CH:35]=[CH:36][CH:37]=2)[C:38]2[CH:43]=[CH:42][CH:41]=[CH:40][CH:39]=2)[CH:48]=[CH:47][N:46]=1)[CH2:15][C:14]([C:12]1[S:13][C:9]([CH2:1][CH2:2][C:3]2[CH:4]=[CH:5][CH:6]=[CH:7][CH:8]=2)=[CH:10][CH:11]=1)=[O:16], predict the reactants needed to synthesize it. The reactants are: [CH2:1]([C:9]1[S:13][C:12]([C:14](=[O:16])[CH3:15])=[CH:11][CH:10]=1)[CH2:2][C:3]1[CH:8]=[CH:7][CH:6]=[CH:5][CH:4]=1.[Li+].CC([N-]C(C)C)C.[C:25]([N:44]1[CH:48]=[CH:47][N:46]=[C:45]1[CH:49]=[O:50])([C:38]1[CH:43]=[CH:42][CH:41]=[CH:40][CH:39]=1)([C:32]1[CH:37]=[CH:36][CH:35]=[CH:34][CH:33]=1)[C:26]1[CH:31]=[CH:30][CH:29]=[CH:28][CH:27]=1.Cl. (8) Given the product [Cl:43][C:19]1[CH:18]=[CH:17][C:16]([C:21]2[O:27][C:24]([CH2:25][NH:1][C:2]3[CH:3]=[CH:4][C:5]([C@@H:8]4[CH2:10][C@H:9]4[C:11]([OH:13])=[O:12])=[CH:6][CH:7]=3)=[CH:23][CH:22]=2)=[CH:15][CH:20]=1, predict the reactants needed to synthesize it. The reactants are: [NH2:1][C:2]1[CH:7]=[CH:6][C:5]([C@@H:8]2[CH2:10][C@H:9]2[C:11]([OH:13])=[O:12])=[CH:4][CH:3]=1.Cl[C:15]1[CH:20]=[CH:19][CH:18]=[CH:17][C:16]=1[C:21]1[O:27][C:24]([CH:25]=O)=[CH:23][CH:22]=1.C(O[BH-](OC(=O)C)OC(=O)C)(=O)C.[Na+].O.[Cl:43]C(Cl)C. (9) Given the product [CH:28]1([CH2:27][O:26][C:25]2[CH:24]=[CH:23][C:22]([CH2:34][CH2:35][C:36]([OH:38])=[O:37])=[CH:21][C:20]=2[C:18]2[CH:17]=[CH:16][C:14]3[NH:15][C:11](=[S:3])[S:12][C:13]=3[CH:19]=2)[CH2:33][CH2:32][CH2:31][CH2:29]1, predict the reactants needed to synthesize it. The reactants are: NC(N)=[S:3].S(=O)(=O)(O)O.Br[C:11]1[S:12][C:13]2[CH:19]=[C:18]([C:20]3[CH:21]=[C:22]([CH2:34][CH2:35][C:36]([O:38]CC)=[O:37])[CH:23]=[CH:24][C:25]=3[O:26][CH2:27][CH:28]3[CH2:33][CH2:32][CH2:31]C[CH2:29]3)[CH:17]=[CH:16][C:14]=2[N:15]=1.[OH-].[Na+]. (10) Given the product [CH:1]([N:14]1[CH2:19][CH2:18][N:17]([CH2:20][CH:21]2[O:25][C:24](=[O:26])[N:23]([CH2:27][C:28]3[CH:33]=[CH:32][C:31]([O:45][CH3:46])=[CH:30][CH:29]=3)[CH2:22]2)[CH2:16][CH2:15]1)([C:8]1[CH:13]=[CH:12][CH:11]=[CH:10][CH:9]=1)[C:2]1[CH:7]=[CH:6][CH:5]=[CH:4][CH:3]=1, predict the reactants needed to synthesize it. The reactants are: [CH:1]([N:14]1[CH2:19][CH2:18][N:17]([CH2:20][CH:21]2[O:25][C:24](=[O:26])[N:23]([CH2:27][C:28]3[CH:33]=[CH:32][C:31](F)=[CH:30][CH:29]=3)[CH2:22]2)[CH2:16][CH2:15]1)([C:8]1[CH:13]=[CH:12][CH:11]=[CH:10][CH:9]=1)[C:2]1[CH:7]=[CH:6][CH:5]=[CH:4][CH:3]=1.CC1C=CC(S([O:45][CH3:46])(=O)=O)=CC=1.CC1C=CC(S(OCC2OC(=O)N(CC3C=CC(F)=CC=3)C2)(=O)=O)=CC=1.